Dataset: Forward reaction prediction with 1.9M reactions from USPTO patents (1976-2016). Task: Predict the product of the given reaction. (1) Given the reactants C(N1[CH:7]=[C:6]([C:8]2[CH:13]=[CH:12][N:11]=[CH:10][CH:9]=2)[C:5]([C:14]2[CH:31]=[CH:30][C:17]([O:18][CH2:19][C:20]3[N:24]([CH3:25])[C:23]4[CH:26]=[CH:27][CH:28]=[CH:29][C:22]=4[N:21]=3)=[CH:16][CH:15]=2)=N1)C.[NH:32]([CH2:34][C@H:35]([OH:37])[CH3:36])[NH2:33], predict the reaction product. The product is: [CH3:25][N:24]1[C:23]2[CH:26]=[CH:27][CH:28]=[CH:29][C:22]=2[N:21]=[C:20]1[CH2:19][O:18][C:17]1[CH:30]=[CH:31][C:14]([C:5]2[C:6]([C:8]3[CH:13]=[CH:12][N:11]=[CH:10][CH:9]=3)=[CH:7][N:32]([CH2:34][CH:35]([OH:37])[CH3:36])[N:33]=2)=[CH:15][CH:16]=1. (2) Given the reactants Br[C:2]1([C:8]([C:10]2[CH:15]=[CH:14][CH:13]=[CH:12][CH:11]=2)=[O:9])[CH2:7][CH2:6][CH2:5][CH2:4][CH2:3]1, predict the reaction product. The product is: [C:10]1([C:8]([C:2]2[CH:3]=[CH:4][CH:5]=[CH:6][CH:7]=2)=[O:9])[CH2:15][CH2:14][CH2:13][CH2:12][CH:11]=1. (3) Given the reactants [CH3:1][N:2]1[CH:6]=[C:5](/[CH:7]=[CH:8]/[C:9]([OH:11])=[O:10])[CH:4]=[N:3]1.OS(O)(=O)=O.[OH-].[Na+].[CH3:19]O, predict the reaction product. The product is: [CH3:1][N:2]1[CH:6]=[C:5](/[CH:7]=[CH:8]/[C:9]([O:11][CH3:19])=[O:10])[CH:4]=[N:3]1. (4) Given the reactants Br[C:2]1[CH:3]=[C:4]2[C:9]3=[C:10]([CH2:12][CH2:13][CH2:14][N:8]3[CH2:7][C@@H:6]3[CH2:15][N:16]([C:18]([O:20][C:21]([CH3:24])([CH3:23])[CH3:22])=[O:19])[CH2:17][C@H:5]23)[CH:11]=1.[C:25]1(B(O)O)[CH:30]=[CH:29][CH:28]=[CH:27][CH:26]=1.C(=O)([O-])[O-].[Na+].[Na+], predict the reaction product. The product is: [C:25]1([C:2]2[CH:3]=[C:4]3[C:9]4=[C:10]([CH2:12][CH2:13][CH2:14][N:8]4[CH2:7][C@@H:6]4[CH2:15][N:16]([C:18]([O:20][C:21]([CH3:23])([CH3:24])[CH3:22])=[O:19])[CH2:17][C@H:5]34)[CH:11]=2)[CH:30]=[CH:29][CH:28]=[CH:27][CH:26]=1. (5) Given the reactants [CH3:1][C:2]1[C:7](O)=[C:6]([CH:9]=O)[C:5]([CH2:11]OP(O)(O)=O)=[CH:4][N:3]=1.[CH3:17][C@@H:18](N)C1C=CC=CC=1.[C:26]1(=[O:36])[C:35]2[C:30](=[CH:31][CH:32]=[CH:33][CH:34]=2)CC[CH2:27]1, predict the reaction product. The product is: [C:26]([C:35]1[CH:30]=[CH:31][CH:32]=[CH:33][CH:34]=1)(=[O:36])[CH3:27].[NH2:3][CH:4]1[C:5]2[C:6](=[CH:9][CH:17]=[CH:18][CH:11]=2)[CH2:7][CH2:2][CH2:1]1.